From a dataset of Catalyst prediction with 721,799 reactions and 888 catalyst types from USPTO. Predict which catalyst facilitates the given reaction. (1) Reactant: [OH:1][C:2]1[C:3]([CH:21]([CH3:23])[CH3:22])=[C:4]2[C:9](=[C:10]([CH3:15])[C:11]=1[CH:12]([CH3:14])[CH3:13])[O:8][C:7]([CH3:20])([C:16](OC)=[O:17])[CH2:6][CH2:5]2.[H-].[H-].[H-].[H-].[Li+].[Al+3]. Product: [OH:17][CH2:16][C:7]1([CH3:20])[CH2:6][CH2:5][C:4]2[C:9](=[C:10]([CH3:15])[C:11]([CH:12]([CH3:14])[CH3:13])=[C:2]([OH:1])[C:3]=2[CH:21]([CH3:22])[CH3:23])[O:8]1. The catalyst class is: 1. (2) Reactant: [O:1]=[C:2]1[N:8]2[CH2:9][C@H:4]([CH2:5][CH2:6][C@@H:7]2[C:10]([NH:12][NH:13][C:14]([CH:16]2[CH2:19][N:18](C(OC(C)(C)C)=O)[CH2:17]2)=[O:15])=[O:11])[N:3]1[O:27][S:28]([OH:31])(=[O:30])=[O:29].FC(F)(F)C(O)=O. Product: [NH:18]1[CH2:17][CH:16]([C:14]([NH:13][NH:12][C:10]([C@H:7]2[CH2:6][CH2:5][C@H:4]3[CH2:9][N:8]2[C:2](=[O:1])[N:3]3[O:27][S:28]([OH:31])(=[O:30])=[O:29])=[O:11])=[O:15])[CH2:19]1. The catalyst class is: 2. (3) Reactant: [NH2:1][C:2]1[CH:3]=[N:4][CH:5]=[CH:6][CH:7]=1.C(N(CC)CC)C.Cl[CH2:16][CH2:17][O:18][C:19](=[O:23])[C:20]([O-])=[O:21]. Product: [O:21]=[C:20]([NH:1][C:2]1[CH:3]=[N:4][CH:5]=[CH:6][CH:7]=1)[C:19]([O:18][CH2:17][CH3:16])=[O:23]. The catalyst class is: 2.